This data is from Ames mutagenicity test results for genotoxicity prediction. The task is: Regression/Classification. Given a drug SMILES string, predict its toxicity properties. Task type varies by dataset: regression for continuous values (e.g., LD50, hERG inhibition percentage) or binary classification for toxic/non-toxic outcomes (e.g., AMES mutagenicity, cardiotoxicity, hepatotoxicity). Dataset: ames. The molecule is C1COCCN1. The result is 0 (non-mutagenic).